From a dataset of Forward reaction prediction with 1.9M reactions from USPTO patents (1976-2016). Predict the product of the given reaction. (1) Given the reactants [CH2:1]([NH:8][CH2:9][CH2:10][C:11]1[C:19]2[C:14](=[CH:15][CH:16]=[C:17]([F:20])[CH:18]=2)[NH:13][CH:12]=1)[C:2]1[CH:7]=[CH:6][CH:5]=[CH:4][CH:3]=1.Br[CH2:22][C:23]([NH2:25])=[O:24], predict the reaction product. The product is: [CH2:1]([N:8]([CH2:9][CH2:10][C:11]1[C:19]2[C:14](=[CH:15][CH:16]=[C:17]([F:20])[CH:18]=2)[NH:13][CH:12]=1)[CH2:22][C:23]([NH2:25])=[O:24])[C:2]1[CH:3]=[CH:4][CH:5]=[CH:6][CH:7]=1. (2) Given the reactants N12CCCN=C1CCCCC2.Cl.[NH2:13][CH2:14][C:15]1[CH:23]=[CH:22][CH:21]=[C:20]2[C:16]=1[C:17](=[O:33])[N:18]([CH:25]1[CH2:30][CH2:29][C:28](=[O:31])[NH:27][C:26]1=[O:32])[C:19]2=[O:24].[O:34]1[CH:38]=[CH:37][CH:36]=[C:35]1[C:39](Cl)=[O:40], predict the reaction product. The product is: [O:32]=[C:26]1[CH:25]([N:18]2[C:17](=[O:33])[C:16]3[C:20](=[CH:21][CH:22]=[CH:23][C:15]=3[CH2:14][NH:13][C:39]([C:35]3[O:34][CH:38]=[CH:37][CH:36]=3)=[O:40])[C:19]2=[O:24])[CH2:30][CH2:29][C:28](=[O:31])[NH:27]1. (3) Given the reactants [O:1]1[C:6]2[CH:7]=[CH:8][C:9]([C:11](=O)[CH3:12])=[CH:10][C:5]=2[O:4][CH2:3][CH2:2]1.[C:14]([NH:17][NH2:18])([NH2:16])=[NH:15].[ClH:19], predict the reaction product. The product is: [ClH:19].[O:1]1[C:6]2[CH:7]=[CH:8][C:9]([C:11](=[N:18][NH:17][C:14]([NH2:16])=[NH:15])[CH3:12])=[CH:10][C:5]=2[O:4][CH2:3][CH2:2]1. (4) Given the reactants [OH-].[K+].[CH:3]1([C:8]2[C:18]([CH2:19][C:20]3[N:25]=[C:24]([C:26]([O:28]C)=[O:27])[CH:23]=[CH:22][CH:21]=3)=[C:11]3[CH:12]=[CH:13][C:14]([O:16][CH3:17])=[CH:15][N:10]3[N:9]=2)[CH2:7][CH2:6][CH2:5][CH2:4]1.Cl, predict the reaction product. The product is: [CH:3]1([C:8]2[C:18]([CH2:19][C:20]3[N:25]=[C:24]([C:26]([OH:28])=[O:27])[CH:23]=[CH:22][CH:21]=3)=[C:11]3[CH:12]=[CH:13][C:14]([O:16][CH3:17])=[CH:15][N:10]3[N:9]=2)[CH2:7][CH2:6][CH2:5][CH2:4]1. (5) Given the reactants [C:1]([NH:5][S:6]([C:9]1[CH:10]=[C:11]([C:15]([O:17]C)=O)[N:12]([CH3:14])[CH:13]=1)(=[O:8])=[O:7])([CH3:4])([CH3:3])[CH3:2].[OH-].[Li+].Cl.[NH2:22][C:23]1[CH:24]=[CH:25][C:26]([F:31])=[C:27]([CH:30]=1)[C:28]#[N:29].C(NS(C1C=C(C(O)=O)N(C)C=1)(=O)=O)(C)(C)C, predict the reaction product. The product is: [C:1]([NH:5][S:6]([C:9]1[CH:10]=[C:11]([C:15]([NH:22][C:23]2[CH:24]=[CH:25][C:26]([F:31])=[C:27]([C:28]#[N:29])[CH:30]=2)=[O:17])[N:12]([CH3:14])[CH:13]=1)(=[O:7])=[O:8])([CH3:2])([CH3:3])[CH3:4]. (6) Given the reactants C[O:2][C:3](=[O:20])[C:4]1[CH:9]=[C:8]([S:10]([CH3:13])(=[O:12])=[O:11])[CH:7]=[CH:6][C:5]=1[O:14][CH2:15][CH:16]1[CH2:19][CH2:18][CH2:17]1.[OH-].[Na+].Cl, predict the reaction product. The product is: [CH:16]1([CH2:15][O:14][C:5]2[CH:6]=[CH:7][C:8]([S:10]([CH3:13])(=[O:12])=[O:11])=[CH:9][C:4]=2[C:3]([OH:20])=[O:2])[CH2:19][CH2:18][CH2:17]1. (7) Given the reactants [S:1]1[C:5]([C:6]2[CH:7]=[C:8](Br)[CH:9]=[C:10]3[C:14]=2[NH:13][N:12]=[CH:11]3)=[CH:4][C:3]2[CH:16]=[CH:17][CH:18]=[CH:19][C:2]1=2.C([Sn](CCCC)(CCCC)[C:25]1[CH:30]=[CH:29][CH:28]=[CH:27][CH:26]=1)CCC.C(N(CC)CC)C.CN(C)[CH:48]=[O:49], predict the reaction product. The product is: [S:1]1[C:5]([C:6]2[CH:7]=[C:8]([C:48]([C:25]3[CH:26]=[CH:27][CH:28]=[CH:29][CH:30]=3)=[O:49])[CH:9]=[C:10]3[C:14]=2[NH:13][N:12]=[CH:11]3)=[CH:4][C:3]2[CH:16]=[CH:17][CH:18]=[CH:19][C:2]1=2. (8) Given the reactants [N:1]1[CH:6]=[CH:5][CH:4]=[N:3][C:2]=1[O:7][C:8]1[CH:15]=[CH:14][C:11]([CH:12]=O)=[CH:10][CH:9]=1.N1(C2C=C[C:24]([CH:25]=[O:26])=CC=2)C=CC=N1, predict the reaction product. The product is: [N:1]1[CH:6]=[CH:5][CH:4]=[N:3][C:2]=1[O:7][C:8]1[CH:15]=[CH:14][C:11]([CH:12]=[CH:24][CH:25]=[O:26])=[CH:10][CH:9]=1. (9) Given the reactants [CH2:1]([NH2:3])[CH3:2].O=[C:5]1[CH2:10][CH2:9][N:8]([C:11]([O:13][C:14]([CH3:17])([CH3:16])[CH3:15])=[O:12])[CH2:7][CH2:6]1.C1COCC1.C(O[BH-](OC(=O)C)OC(=O)C)(=O)C.[Na+].C(O)(=O)C.C([O-])(O)=O.[Na+], predict the reaction product. The product is: [CH2:1]([NH:3][CH:5]1[CH2:10][CH2:9][N:8]([C:11]([O:13][C:14]([CH3:17])([CH3:16])[CH3:15])=[O:12])[CH2:7][CH2:6]1)[CH3:2].